Task: Regression. Given a peptide amino acid sequence and an MHC pseudo amino acid sequence, predict their binding affinity value. This is MHC class II binding data.. Dataset: Peptide-MHC class II binding affinity with 134,281 pairs from IEDB (1) The peptide sequence is HYTVDKSKPKVYQ. The MHC is DRB3_0101 with pseudo-sequence DRB3_0101. The binding affinity (normalized) is 0.149. (2) The peptide sequence is NPKNFQTMPGTFQTT. The MHC is DRB3_0101 with pseudo-sequence DRB3_0101. The binding affinity (normalized) is 0.276. (3) The peptide sequence is TKKGNVWEVKSSKPLVGPFN. The MHC is HLA-DQA10301-DQB10302 with pseudo-sequence HLA-DQA10301-DQB10302. The binding affinity (normalized) is 0.221. (4) The peptide sequence is SSMVEAMVSRARIDA. The MHC is DRB1_0301 with pseudo-sequence DRB1_0301. The binding affinity (normalized) is 0.293. (5) The peptide sequence is PYLGYCALLPLLTEE. The MHC is HLA-DQA10301-DQB10302 with pseudo-sequence HLA-DQA10301-DQB10302. The binding affinity (normalized) is 0.413. (6) The peptide sequence is YIITPTNVSHIQSAVVSGRR. The MHC is DRB3_0101 with pseudo-sequence DRB3_0101. The binding affinity (normalized) is 0.223. (7) The peptide sequence is AKNMKNLVWNDELAY. The MHC is HLA-DQA10102-DQB10602 with pseudo-sequence HLA-DQA10102-DQB10602. The binding affinity (normalized) is 0.347.